Predict the reactants needed to synthesize the given product. From a dataset of Full USPTO retrosynthesis dataset with 1.9M reactions from patents (1976-2016). (1) Given the product [F:19][C:16]1[CH:17]=[CH:18][C:13]([C:6]2[C:5]3[C:10](=[CH:11][C:2]([S:20][C:21]4[S:22][C:23]([C:26]([OH:30])([CH3:27])[CH2:28][CH3:29])=[CH:24][N:25]=4)=[CH:3][CH:4]=3)[O:9][C:8](=[O:12])[CH:7]=2)=[CH:14][CH:15]=1, predict the reactants needed to synthesize it. The reactants are: Br[C:2]1[CH:11]=[C:10]2[C:5]([C:6]([C:13]3[CH:18]=[CH:17][C:16]([F:19])=[CH:15][CH:14]=3)=[CH:7][C:8](=[O:12])[O:9]2)=[CH:4][CH:3]=1.[SH:20][C:21]1[S:22][C:23]([C:26]([OH:30])([CH2:28][CH3:29])[CH3:27])=[CH:24][N:25]=1.C([O-])([O-])=O.[K+].[K+]. (2) Given the product [O:21]1[CH2:26][CH2:25][CH2:24][CH2:23][CH:22]1[O:2][C:1]([CH:4]1[CH:17]2[CH2:18][CH:6]([CH:7]3[CH:16]2[C:15]2[CH2:19][CH:8]3[CH:9]3[C:14]=2[CH:13]2[CH2:20][CH:10]3[CH2:11][CH2:12]2)[CH2:5]1)=[O:3], predict the reactants needed to synthesize it. The reactants are: [C:1]([CH:4]1[CH:17]2[CH2:18][CH:6]([CH:7]3[CH:16]2[C:15]2[CH2:19][CH:8]3[CH:9]3[C:14]=2[CH:13]2[CH2:20][CH:10]3[CH2:11][CH2:12]2)[CH2:5]1)([OH:3])=[O:2].[O:21]1[CH:26]=[CH:25][CH2:24][CH2:23][CH2:22]1. (3) Given the product [Br:36][C:30]1[CH:31]=[C:26]2[C:25]([C:32]([O:34][CH3:35])=[O:33])=[N:24][NH:23][C:27]2=[N:28][CH:29]=1, predict the reactants needed to synthesize it. The reactants are: ClC1C(C(O)C)=CC=CN=1.NN.CC1C2C(=NC=CC=2)NN=1.[NH:23]1[C:27]2=[N:28][CH:29]=[CH:30][CH:31]=[C:26]2[C:25]([C:32]([O:34][CH3:35])=[O:33])=[N:24]1.[Br:36]Br. (4) Given the product [Cl:1][C:2]1[C:3]([I:9])=[CH:4][C:5]([NH:14][C:13]2[CH:15]=[CH:16][C:17]([N:19]3[CH2:20][CH2:21][O:22][CH2:23][CH2:24]3)=[CH:18][C:12]=2[O:11][CH3:10])=[N:6][CH:7]=1, predict the reactants needed to synthesize it. The reactants are: [Cl:1][C:2]1[C:3]([I:9])=[CH:4][C:5](F)=[N:6][CH:7]=1.[CH3:10][O:11][C:12]1[CH:18]=[C:17]([N:19]2[CH2:24][CH2:23][O:22][CH2:21][CH2:20]2)[CH:16]=[CH:15][C:13]=1[NH2:14].Cl.O1CCOCC1. (5) Given the product [Br:37][C:35]1[CH:36]=[C:28]2[C:29](=[CH:33][CH:34]=1)[C:30](=[O:31])[N:5]([CH2:6][C:7]1[CH:8]=[CH:9][C:10]([S:13]([NH2:16])(=[O:14])=[O:15])=[CH:11][CH:12]=1)[C:4]([C:3](=[O:2])[CH2:17][CH2:18][CH3:19])=[C:20]2[C:21]1[CH:26]=[CH:25][CH:24]=[CH:23][CH:22]=1, predict the reactants needed to synthesize it. The reactants are: Cl.[OH:2][CH:3]([CH2:17][CH2:18][CH3:19])[CH2:4][NH:5][CH2:6][C:7]1[CH:12]=[CH:11][C:10]([S:13]([NH2:16])(=[O:15])=[O:14])=[CH:9][CH:8]=1.[C:20]([C:28]1[CH:36]=[C:35]([Br:37])[CH:34]=[CH:33][C:29]=1[C:30](O)=[O:31])(=O)[C:21]1[CH:26]=[CH:25][CH:24]=[CH:23][CH:22]=1. (6) Given the product [CH3:1][C:2]1[CH:7]=[CH:6][N:5]=[C:4]([C:8](=[NH:9])[NH:11][NH2:12])[N:3]=1, predict the reactants needed to synthesize it. The reactants are: [CH3:1][C:2]1[CH:7]=[CH:6][N:5]=[C:4]([C:8]#[N:9])[N:3]=1.O.[NH2:11][NH2:12]. (7) Given the product [Cl:24][C:19]1[CH:18]=[C:17]([C:11]2([CH3:13])[O:10][N:9]=[C:8]([CH2:6][OH:5])[CH2:12]2)[CH:22]=[C:21]([Cl:23])[CH:20]=1, predict the reactants needed to synthesize it. The reactants are: [BH4-].[Li+].C([O:5][C:6]([C:8]1[CH2:12][C:11]([C:17]2[CH:22]=[C:21]([Cl:23])[CH:20]=[C:19]([Cl:24])[CH:18]=2)([C:13](F)(F)F)[O:10][N:9]=1)=O)C.Cl.C(=O)([O-])[O-].[K+].[K+].